The task is: Predict the reactants needed to synthesize the given product.. This data is from Full USPTO retrosynthesis dataset with 1.9M reactions from patents (1976-2016). (1) Given the product [F:1][C:2]1[C:10]([C:11]([F:14])([F:12])[F:13])=[N:9][CH:8]=[CH:7][C:3]=1[C:4]([O:6][CH2:20][CH3:21])=[O:5], predict the reactants needed to synthesize it. The reactants are: [F:1][C:2]1[C:10]([C:11]([F:14])([F:13])[F:12])=[N:9][CH:8]=[CH:7][C:3]=1[C:4]([OH:6])=[O:5].S(=O)(=O)(O)O.[CH2:20](O)[CH3:21]. (2) Given the product [C:16]([O:20][C:21]([N:23]1[CH2:28][CH2:27][CH:26]([NH:29][C:12]2[CH:11]=[CH:10][C:9]([O:8][CH2:1][C:2]3[CH:7]=[CH:6][CH:5]=[CH:4][CH:3]=3)=[CH:14][N:13]=2)[CH2:25][CH2:24]1)=[O:22])([CH3:19])([CH3:17])[CH3:18], predict the reactants needed to synthesize it. The reactants are: [CH2:1]([O:8][C:9]1[CH:10]=[CH:11][C:12](Cl)=[N:13][CH:14]=1)[C:2]1[CH:7]=[CH:6][CH:5]=[CH:4][CH:3]=1.[C:16]([O:20][C:21]([N:23]1[CH2:28][CH2:27][CH:26]([NH2:29])[CH2:25][CH2:24]1)=[O:22])([CH3:19])([CH3:18])[CH3:17].O(C(C)(C)C)[K]. (3) Given the product [Br-:33].[OH:9][C:8]([C:16]1[CH:21]=[CH:20][CH:19]=[CH:18][CH:17]=1)([C:10]1[CH:15]=[CH:14][CH:13]=[CH:12][CH:11]=1)[C:4]12[CH2:7][N+:1]([CH2:32][CH2:31][CH2:30][O:29][CH2:28][C:22]3[CH:27]=[CH:26][CH:25]=[CH:24][CH:23]=3)([CH2:6][CH2:5]1)[CH2:2][CH2:3]2, predict the reactants needed to synthesize it. The reactants are: [N:1]12[CH2:7][C:4]([C:8]([C:16]3[CH:21]=[CH:20][CH:19]=[CH:18][CH:17]=3)([C:10]3[CH:15]=[CH:14][CH:13]=[CH:12][CH:11]=3)[OH:9])([CH2:5][CH2:6]1)[CH2:3][CH2:2]2.[C:22]1([CH2:28][O:29][CH2:30][CH2:31][CH2:32][Br:33])[CH:27]=[CH:26][CH:25]=[CH:24][CH:23]=1. (4) The reactants are: [NH2:1][C:2]1[C:7]([Br:8])=[CH:6][C:5]([F:9])=[CH:4][C:3]=1[SH:10].CN1C(=O)CCC1.[F:18][C:19]([F:30])([F:29])[C:20](O[C:20](=O)[C:19]([F:30])([F:29])[F:18])=O. Given the product [Br:8][C:7]1[C:2]2[N:1]=[C:20]([C:19]([F:30])([F:29])[F:18])[S:10][C:3]=2[CH:4]=[C:5]([F:9])[CH:6]=1, predict the reactants needed to synthesize it. (5) Given the product [Cl:19][C:16]1[S:15][C:14]([C:12]([NH:11][C@H:10]2[CH2:9][N:8]([CH2:20][C:21](=[O:37])[NH:22][C:23]3[CH:28]=[CH:27][C:26]([N:29]4[CH:34]=[CH:33][CH:32]=[CH:31][C:30]4=[O:35])=[CH:25][C:24]=3[F:36])[CH2:7][C@@H:6]2[C:4]([O-:5])=[O:3])=[O:13])=[CH:18][CH:17]=1.[Li+:39], predict the reactants needed to synthesize it. The reactants are: C([O:3][C:4]([C@@H:6]1[C@@H:10]([NH:11][C:12]([C:14]2[S:15][C:16]([Cl:19])=[CH:17][CH:18]=2)=[O:13])[CH2:9][N:8]([CH2:20][C:21](=[O:37])[NH:22][C:23]2[CH:28]=[CH:27][C:26]([N:29]3[CH:34]=[CH:33][CH:32]=[CH:31][C:30]3=[O:35])=[CH:25][C:24]=2[F:36])[CH2:7]1)=[O:5])C.O[Li:39].O.